Dataset: Experimentally validated miRNA-target interactions with 360,000+ pairs, plus equal number of negative samples. Task: Binary Classification. Given a miRNA mature sequence and a target amino acid sequence, predict their likelihood of interaction. The miRNA is hsa-miR-181d-3p with sequence CCACCGGGGGAUGAAUGUCAC. The protein sequence of the target gene is MPVLSRPRPWRGNTLKRTAVLLALAAYGAHKVYPLVRQCLAPARGLQAPAGEPTQEASGVAAAKAGMNRVFLQRLLWLLRLLFPRVLCRETGLLALHSAALVSRTFLSVYVARLDGRLARCIVRKDPRAFGWQLLQWLLIALPATFVNSAIRYLEGQLALSFRSRLVAHAYRLYFSQQTYYRVSNMDGRLRNPDQSLTEDVVAFAASVAHLYSNLTKPLLDVAVTSYTLLRAARSRGAGTAWPSAIAGLVVFLTANVLRAFSPKFGELVAEEARRKGELRYMHSRVVANSEEIAFYGGHE.... Result: 0 (no interaction).